Dataset: Peptide-MHC class I binding affinity with 185,985 pairs from IEDB/IMGT. Task: Regression. Given a peptide amino acid sequence and an MHC pseudo amino acid sequence, predict their binding affinity value. This is MHC class I binding data. (1) The peptide sequence is LGYQLASL. The MHC is H-2-Db with pseudo-sequence H-2-Db. The binding affinity (normalized) is 0.0673. (2) The peptide sequence is SFEPIPIHY. The MHC is HLA-B44:03 with pseudo-sequence HLA-B44:03. The binding affinity (normalized) is 0.0796. (3) The peptide sequence is SMQKFGERAF. The MHC is H-2-Db with pseudo-sequence H-2-Db. The binding affinity (normalized) is 0.0641. (4) The peptide sequence is FTFDLTALK. The MHC is HLA-C04:01 with pseudo-sequence HLA-C04:01. The binding affinity (normalized) is 0.213. (5) The peptide sequence is TILGIGTVL. The MHC is HLA-A02:03 with pseudo-sequence HLA-A02:03. The binding affinity (normalized) is 0.